This data is from Peptide-MHC class II binding affinity with 134,281 pairs from IEDB. The task is: Regression. Given a peptide amino acid sequence and an MHC pseudo amino acid sequence, predict their binding affinity value. This is MHC class II binding data. (1) The peptide sequence is FEENLINLIGRGGDE. The MHC is DRB1_0101 with pseudo-sequence DRB1_0101. The binding affinity (normalized) is 0.793. (2) The peptide sequence is YRKGLGNFVQTDRKS. The MHC is DRB1_1101 with pseudo-sequence DRB1_1101. The binding affinity (normalized) is 0.749. (3) The peptide sequence is QNILQSNAPLGPQFP. The MHC is DRB1_0401 with pseudo-sequence DRB1_0401. The binding affinity (normalized) is 0.388. (4) The peptide sequence is IKKYFAATQFEPLAA. The MHC is HLA-DQA10501-DQB10301 with pseudo-sequence HLA-DQA10501-DQB10301. The binding affinity (normalized) is 0.254. (5) The peptide sequence is LLMRRMRRPTGKVTL. The MHC is DRB1_0301 with pseudo-sequence DRB1_0301. The binding affinity (normalized) is 0.590. (6) The peptide sequence is RFYKTLRAEQASQ. The MHC is DRB1_0301 with pseudo-sequence DRB1_0301. The binding affinity (normalized) is 0.0880.